From a dataset of CYP2D6 inhibition data for predicting drug metabolism from PubChem BioAssay. Regression/Classification. Given a drug SMILES string, predict its absorption, distribution, metabolism, or excretion properties. Task type varies by dataset: regression for continuous measurements (e.g., permeability, clearance, half-life) or binary classification for categorical outcomes (e.g., BBB penetration, CYP inhibition). Dataset: cyp2d6_veith. The compound is CS(=O)(=O)N1CCC2(CCN(c3ccccc3)CC2)CC1. The result is 0 (non-inhibitor).